Predict the reactants needed to synthesize the given product. From a dataset of Full USPTO retrosynthesis dataset with 1.9M reactions from patents (1976-2016). (1) Given the product [F:10][C:11]1[CH:12]=[CH:13][C:14]2[C:15]3[CH2:24][CH2:23][NH:22][CH2:21][CH2:20][C:16]=3[NH:17][C:18]=2[CH:19]=1, predict the reactants needed to synthesize it. The reactants are: [AlH](CC(C)C)CC(C)C.[F:10][C:11]1[CH:12]=[CH:13][C:14]2[C:15]3[CH2:24][CH2:23][NH:22][C:21](=O)[CH2:20][C:16]=3[NH:17][C:18]=2[CH:19]=1. (2) Given the product [CH3:1][C:2]1[CH:26]=[CH:25][C:5]([C:6]([NH:8][C:9]2[C:10]([C:21]([OH:23])=[O:22])=[C:11]([C:14]3[CH:19]=[CH:18][C:17]([CH3:20])=[CH:16][CH:15]=3)[S:12][CH:13]=2)=[O:7])=[CH:4][CH:3]=1, predict the reactants needed to synthesize it. The reactants are: [CH3:1][C:2]1[CH:26]=[CH:25][C:5]([C:6]([NH:8][C:9]2[C:10]([C:21]([O:23]C)=[O:22])=[C:11]([C:14]3[CH:19]=[CH:18][C:17]([CH3:20])=[CH:16][CH:15]=3)[S:12][CH:13]=2)=[O:7])=[CH:4][CH:3]=1.[OH-].[Li+]. (3) Given the product [CH3:18][O:19][C:20](=[O:24])[CH2:21][CH2:22][NH:23][C:12](=[O:14])[C:11]1[CH:10]=[CH:9][C:8]([N:3]2[CH2:4][CH2:5][CH2:6][CH2:7][C:2]2=[O:1])=[CH:16][CH:15]=1, predict the reactants needed to synthesize it. The reactants are: [O:1]=[C:2]1[CH2:7][CH2:6][CH2:5][CH2:4][N:3]1[C:8]1[CH:16]=[CH:15][C:11]([C:12]([OH:14])=O)=[CH:10][CH:9]=1.Cl.[CH3:18][O:19][C:20](=[O:24])[CH2:21][CH2:22][NH2:23].CN(C(ON1N=NC2C=CC=NC1=2)=[N+](C)C)C.F[P-](F)(F)(F)(F)F.C1C=CC2N(O)N=NC=2C=1.CCN(C(C)C)C(C)C. (4) Given the product [Cl:10][C:9]1[C:4]([C:3]([O:2][CH3:1])=[O:16])=[C:5]([F:15])[C:6]([C:11](=[N:12][OH:13])[NH:22][C:21]2[CH:23]=[CH:24][CH:25]=[C:19]([C:18]([F:17])([F:26])[F:27])[CH:20]=2)=[CH:7][CH:8]=1, predict the reactants needed to synthesize it. The reactants are: [CH3:1][O:2][C:3](=[O:16])[C:4]1[C:9]([Cl:10])=[CH:8][CH:7]=[C:6]([C:11](Cl)=[N:12][OH:13])[C:5]=1[F:15].[F:17][C:18]([F:27])([F:26])[C:19]1[CH:20]=[C:21]([CH:23]=[CH:24][CH:25]=1)[NH2:22].NC1C=CC=CC=1. (5) Given the product [Cl:1][C:2]1[CH:3]=[C:4]([CH:12]([CH2:19][CH:20]2[CH2:21][CH2:22][O:23][CH2:24][CH2:25]2)[C:13](=[O:14])[CH:26]=[CH2:27])[CH:5]=[CH:6][C:7]=1[S:8]([CH3:11])(=[O:9])=[O:10], predict the reactants needed to synthesize it. The reactants are: [Cl:1][C:2]1[CH:3]=[C:4]([CH:12]([CH2:19][CH:20]2[CH2:25][CH2:24][O:23][CH2:22][CH2:21]2)[C:13](N(OC)C)=[O:14])[CH:5]=[CH:6][C:7]=1[S:8]([CH3:11])(=[O:10])=[O:9].[CH:26]([Mg]Br)=[CH2:27].Cl. (6) Given the product [O:1]1[CH2:6][CH2:4][O:3][CH:2]1[C:7]1[CH:8]=[CH:9][C:10]([C:13]2[S:21][C:20]3[C:15](=[N:16][CH:17]=[CH:18][C:19]=3[O:22][C:23]3[CH:28]=[CH:27][C:26]([NH:29][C:30]([NH:32][C:33](=[O:42])[CH2:34][C:35]4[CH:40]=[CH:39][C:38]([F:41])=[CH:37][CH:36]=4)=[S:31])=[CH:25][C:24]=3[F:43])[CH:14]=2)=[N:11][CH:12]=1, predict the reactants needed to synthesize it. The reactants are: [O:1]1[CH2:6]C[CH2:4][O:3][CH:2]1[C:7]1[CH:8]=[CH:9][C:10]([C:13]2[S:21][C:20]3[C:15](=[N:16][CH:17]=[CH:18][C:19]=3[O:22][C:23]3[CH:28]=[CH:27][C:26]([NH:29][C:30]([NH:32][C:33](=[O:42])[CH2:34][C:35]4[CH:40]=[CH:39][C:38]([F:41])=[CH:37][CH:36]=4)=[S:31])=[CH:25][C:24]=3[F:43])[CH:14]=2)=[N:11][CH:12]=1.O1CCOC1C1C=CC(C2SC3C(=NC=CC=3OC3C=CC(N)=CC=3F)C=2)=NC=1. (7) Given the product [CH2:7]([O:14][CH2:15][CH2:16][CH:17]=[O:18])[C:8]1[CH:13]=[CH:12][CH:11]=[CH:10][CH:9]=1, predict the reactants needed to synthesize it. The reactants are: C(Cl)(=O)C(Cl)=O.[CH2:7]([O:14][CH2:15][CH2:16][CH2:17][OH:18])[C:8]1[CH:13]=[CH:12][CH:11]=[CH:10][CH:9]=1.C(N(CC)CC)C.O.